This data is from Experimentally validated miRNA-target interactions with 360,000+ pairs, plus equal number of negative samples. The task is: Binary Classification. Given a miRNA mature sequence and a target amino acid sequence, predict their likelihood of interaction. (1) The miRNA is hsa-miR-3666 with sequence CAGUGCAAGUGUAGAUGCCGA. The protein sequence of the target gene is MAAAAEERMAEEGGGGQGDGGSSLASGSTQRQPPPPAPQHPQPGSQALPAPALAPDQLPQNNTLVALPIVAIENILSFMSYDEISQLRLVCKRMDLVCQRMLNQGFLKVERYHNLCQKQVKAQLPRRESERRNHSLARHADILAAVETRLSLLNMTFMKYVDSNLCCFIPGKVIDEIYRVLRYVNSTRAPQRAHEVLQELRDISSMAMEYFDEKIVPILKRKLPGSDVSGRLMGSPPVPGPSAALTTMQLFSKQNPSRQEVTKLQQQVKTNGAGVTVLRREISELRTKVQEQQKQLQDQD.... Result: 1 (interaction). (2) Result: 1 (interaction). The protein sequence of the target gene is MTSLLGLAVRLLLFQPALMVFWASQVRQNCRNGSYEISVLMMDNSAYKEPMQNLREAVEEGLDIVRKRLREADLNVTVNATFIYSDGLIHKSGDCRSSTCEGLDLLREITRDHKMGCALMGPSCTYSTFQMYLDTELNYPMISAGSYGLSCDYKETLTRILPPARKLMYFLVDFWKVNNASFKPFSWNSSYVYKNGSEPEDCFWYLNALEAGVSYFSEVLNFKDVLRRSEQFQEILTGHNRKSNVIVMCGTPESFYDVKGDLQVAEDTVVILVDLFSNHYFEENTTAPEYMDNVLVLTLP.... The miRNA is mmu-miR-3097-3p with sequence CUCAGACCUUUCUACCUGUCAG. (3) The miRNA is hsa-miR-4668-3p with sequence GAAAAUCCUUUUUGUUUUUCCAG. The protein sequence of the target gene is MSDNPPRMEVCPYCKKPFKRLKSHLPYCKMIGPTIPTDQKVYQSKPATLPRAKKMKGPIKDLIKAKGKELETENEERNSKLVVDKPEQTVKTFPLPAVGLERAATTKADKDIKNPIQPSFKMLKNTKPMTTFQEETKAQFYASEKTSPKRELAKDLPKSGESRCNPSEAGASLLVGSIEPSLSNQDRKYSSTLPNDVQTTSGDLKLDKIDPQRQELLVKLLDVPTGDCHISPKNVSDGVKRVRTLLSNERDSKGRDHLSGVPTDVTVTETPEKNTESLILSLKMSSLGKIQVMEKQEKGL.... Result: 0 (no interaction). (4) The miRNA is hsa-miR-8063 with sequence UCAAAAUCAGGAGUCGGGGCUU. The protein sequence of the target gene is MGQNWKRQQKLWNVPQLPFIRVPPSIYDTSLLKALNQGQQRYFYSIMRIYNSRPQWEALQTRYIHSLQHQQLLGYITQREALSYALVLRDSTKRASAKVAPQRTIPRKTSAMTRRCPSVLPVSVVLPRAQSKRRQVLRN. Result: 1 (interaction). (5) The miRNA is ath-miR398c-3p with sequence UGUGUUCUCAGGUCACCCCUG. The protein sequence of the target gene is MEQSNDSLRVNHNDGEESKTSAQVFEHLICMDSRDSSFGQNDSPTVLPITTREANNSLISQNIPGPLTQTQTLSAEQFHLVDQNGQAIQYELQSLGESNAQMMIVASPTENGQVLRVIPPTQTGMAQVIIPQGQLVDVNSPRDVPEEKPSNRNLPTVRVDTLADNTSNYILHPQTSFPLPKKSVTGMLEEPLLGPLQPLSSNTPIWACRLRSCEKIGDSYRGYCVSETELESVLTFHKQQTQSVWGTRQSPSPAKPATRLMWKSQYVPYDGIPFVNAGSRAVVMECQYGPRRKGFQLKKV.... Result: 0 (no interaction). (6) The miRNA is hsa-miR-548f-3p with sequence AAAAACUGUAAUUACUUUU. The protein sequence of the target gene is MDYPTLLLALLHVYRALCEEVLWHTSVPFAENMSLECVYPSMGILTQVEWFKIGTQQDSIAIFSPTHGMVIRKPYAERVYFLNSTMASNNMTLFFRNASEDDVGYYSCSLYTYPQGTWQKVIQVVQSDSFEAAVPSNSHIVSEPGKNVTLTCQPQMTWPVQAVRWEKIQPRQIDLLTYCNLVHGRNFTSKFPRQIVSNCSHGRWSVIVIPDVTVSDSGLYRCYLQASAGENETFVMRLTVAEGKTDNQYTLFVAGGTVLLLLFVISITTIIVIFLNRRRRRERRDLFTESWDTQKAPNNY.... Result: 1 (interaction).